Dataset: NCI-60 drug combinations with 297,098 pairs across 59 cell lines. Task: Regression. Given two drug SMILES strings and cell line genomic features, predict the synergy score measuring deviation from expected non-interaction effect. (1) Drug 1: CC12CCC3C(C1CCC2=O)CC(=C)C4=CC(=O)C=CC34C. Drug 2: C1=CC(=CC=C1CCC2=CNC3=C2C(=O)NC(=N3)N)C(=O)NC(CCC(=O)O)C(=O)O. Cell line: M14. Synergy scores: CSS=29.7, Synergy_ZIP=-2.39, Synergy_Bliss=-6.55, Synergy_Loewe=-5.38, Synergy_HSA=-2.97. (2) Drug 1: CC1=CC=C(C=C1)C2=CC(=NN2C3=CC=C(C=C3)S(=O)(=O)N)C(F)(F)F. Drug 2: CS(=O)(=O)OCCCCOS(=O)(=O)C. Cell line: NCI-H460. Synergy scores: CSS=26.3, Synergy_ZIP=-5.25, Synergy_Bliss=-0.340, Synergy_Loewe=-2.68, Synergy_HSA=-0.864. (3) Drug 1: CNC(=O)C1=NC=CC(=C1)OC2=CC=C(C=C2)NC(=O)NC3=CC(=C(C=C3)Cl)C(F)(F)F. Drug 2: C1=CC=C(C(=C1)C(C2=CC=C(C=C2)Cl)C(Cl)Cl)Cl. Cell line: RXF 393. Synergy scores: CSS=1.06, Synergy_ZIP=-7.63, Synergy_Bliss=-16.5, Synergy_Loewe=-30.5, Synergy_HSA=-17.8. (4) Synergy scores: CSS=6.27, Synergy_ZIP=2.59, Synergy_Bliss=7.75, Synergy_Loewe=3.51, Synergy_HSA=3.66. Drug 2: C(=O)(N)NO. Cell line: SK-MEL-5. Drug 1: C1CC(=O)NC(=O)C1N2CC3=C(C2=O)C=CC=C3N. (5) Drug 1: CC1=CC2C(CCC3(C2CCC3(C(=O)C)OC(=O)C)C)C4(C1=CC(=O)CC4)C. Drug 2: CCN(CC)CCNC(=O)C1=C(NC(=C1C)C=C2C3=C(C=CC(=C3)F)NC2=O)C. Cell line: T-47D. Synergy scores: CSS=9.99, Synergy_ZIP=-0.930, Synergy_Bliss=4.64, Synergy_Loewe=2.66, Synergy_HSA=2.78.